Dataset: Forward reaction prediction with 1.9M reactions from USPTO patents (1976-2016). Task: Predict the product of the given reaction. (1) Given the reactants [OH:1][C@H:2]1[CH2:7][N:6]([C:8]([O:10][C:11]([CH3:14])([CH3:13])[CH3:12])=[O:9])[C@H:5]([CH3:15])[CH2:4][CH2:3]1.[H-].[Na+].[Cl:18][C:19]1[C:20](F)=[N:21][CH:22]=[CH:23][C:24]=1[I:25], predict the reaction product. The product is: [Cl:18][C:19]1[C:20]([O:1][C@H:2]2[CH2:7][N:6]([C:8]([O:10][C:11]([CH3:14])([CH3:13])[CH3:12])=[O:9])[C@H:5]([CH3:15])[CH2:4][CH2:3]2)=[N:21][CH:22]=[CH:23][C:24]=1[I:25]. (2) Given the reactants [CH:1]([O:4][CH:5]([C:7]1[CH:16]=[CH:15][C:10]([C:11]([O:13]C)=[O:12])=[CH:9][CH:8]=1)[CH3:6])([CH3:3])[CH3:2].[OH-].[Li+].Cl, predict the reaction product. The product is: [CH:1]([O:4][CH:5]([C:7]1[CH:8]=[CH:9][C:10]([C:11]([OH:13])=[O:12])=[CH:15][CH:16]=1)[CH3:6])([CH3:2])[CH3:3].